Dataset: Experimentally validated miRNA-target interactions with 360,000+ pairs, plus equal number of negative samples. Task: Binary Classification. Given a miRNA mature sequence and a target amino acid sequence, predict their likelihood of interaction. (1) The miRNA is hsa-miR-4324 with sequence CCCUGAGACCCUAACCUUAA. The protein sequence of the target gene is MVLLAGTGPEGGGARCMTPPPPSPPRGAQVEEDPADYEEFEDFSSLPDTRSIASDDSFYPFEDEEEHGVESAESVPEGVPESVPETATLLRAACANNVGLLRTLVRRGVSVEEAQETDRNGRTGLIVACYHGFVDTVVALAECPHVDVNWQDSEGNTALITAAQAGHAIITNYLLNYFPGLDLERRNAFGFTALMKAAMQGRTDCIRALMLAGADVHARDPRRGMSPQEWATYTGRVDAVRLMQRLLERPCPEQFWEKYRPELPPPPEAARKPAGSKNCLQRLTDCVLSVLTPRSVRGPE.... Result: 1 (interaction). (2) The miRNA is hsa-miR-1256 with sequence AGGCAUUGACUUCUCACUAGCU. The protein sequence of the target gene is MAALMRVKDSSRCLLLLAAVLMVESSQLGSSRAKLNSIKSSLGGETPAQSANRSAGMNQGLAFGGSKKGKSLGQAYPCSSDKECEVGRYCHSPHQGSSACMLCRRKKKRCHRDGMCCPGTRCNNGICIPVTESILTPHIPALDGTRHRDRNHGHYSNHDLGWQNLGRPHSKMPHIKGHEGDPCLRSSDCIDGFCCARHFWTKICKPVLHQGEVCTKQRKKGSHGLEIFQRCDCAKGLSCKVWKDATYSSKARLHVCQKI. Result: 0 (no interaction). (3) The miRNA is cel-miR-1828 with sequence ACUGGAAGCAUUUAAGUGAUAGU. The protein sequence of the target gene is MDFSKFLADDFDVKDWINAAFRAGPKDGAAGKADGHAATLVMKLQLFIQEVNHAVEETSLQALQNMPKVLRDVEALKQEASFLKEQMILVKEDIKKFEQDTSQSMQVLVEIDQVKSRMQLAAESLQEADKWSTLSADIEETFKTQDIAVISAKLTGMQNSLMMLVDTPDYSEKCVHLEALKNRLEALASPQIVAAFTSQSVDQSKVFVKVFTEIDRMPQLLAYYYKCHKVQLLATWQELCQSDLPLDRQLTGLYDALLGAWHTQTQWATQVFKNPHEVVTVLLIQTLGALVPSLPMCLSA.... Result: 0 (no interaction). (4) The miRNA is hsa-miR-6841-5p with sequence UAGGGUACUCAGAGCAAGUUGU. The protein sequence of the target gene is MTLRPGTMRLACMFSSILLFGAAGLLLFISLQDPTELAPQQVPGIKFNIRPRQPHHDLPPGGSQDGDLKEPTERVTRDLSSGAPRGRNLPAPDQPQPPLQRGTRLRLRQRRRRLLIKKMPAAATIPANSSDAPFIRPGPGTLDGRWVSLHRSQQERKRVMQEACAKYRASSSRRAVTPRHVSRIFVEDRHRVLYCEVPKAGCSNWKRVLMVLAGLASSTADIQHNTVHYGSALKRLDTFDRQGILHRLSTYTKMLFVREPFERLVSAFRDKFEHPNSYYHPVFGKAILARYRANASREAL.... Result: 0 (no interaction). (5) The miRNA is hsa-miR-5582-3p with sequence UAAAACUUUAAGUGUGCCUAGG. The protein sequence of the target gene is MLQQDSNDDTEDVSLFDAEEETTNRPRKAKIRHPVASFFHLFFRVSAIIVCLLCELLSSSFITCMVTIILLLSCDFWAVKNVTGRLMVGLRWWNHIDEDGKSHWVFESRKESSQENKTVSEAESRIFWLGLIACSVLWVIFAFSALFSFTVKWLRRSRHIAQTGLKVLGSRDPPASAFQSAGITGVSRCPGHPSRKFHQVDINSFTRITDRALYWKPAPRLSSPPLRAAPGNCQQMAPARLFLSLRLWAWRGGGESPNSRGTGEPGPKFHLASGMH. Result: 1 (interaction). (6) The miRNA is hsa-miR-6868-3p with sequence UUCCUUCUGUUGUCUGUGCAG. The protein sequence of the target gene is MGLEDEQKMLTESGDPEEEEEEEEELVDPLTTVREQCEQLEKCVKARERLELCDERVSSRSHTEEDCTEELFDFLHARDHCVAHKLFNNLK. Result: 0 (no interaction).